Dataset: Catalyst prediction with 721,799 reactions and 888 catalyst types from USPTO. Task: Predict which catalyst facilitates the given reaction. (1) Reactant: [CH:1]([N:4]1[N:13]=[C:12]2[C:6]([C:7]([N:18]3[CH2:23][CH2:22][NH:21][C@@H:20]([CH2:24][CH2:25][C:26]4[CH:31]=[CH:30][CH:29]=[CH:28][CH:27]=4)[CH2:19]3)=[N:8][C:9]3[CH:17]=[CH:16][CH:15]=[CH:14][C:10]=3[NH:11]2)=[N:5]1)([CH3:3])[CH3:2].C=O.[C:34](O[BH-](OC(=O)C)OC(=O)C)(=[O:36])C.[Na+].[C:48](=O)(O)[O-].[Na+].[Cl:53]CCCl. Product: [OH2:36].[ClH:53].[ClH:53].[CH:1]([N:4]1[N:13]=[C:12]2[C:6]([C:7]([N:18]3[CH2:23][CH2:22][N:21]([CH3:34])[C@@H:20]([CH2:24][CH2:25][C:26]4[CH:27]=[CH:28][CH:29]=[CH:30][CH:31]=4)[CH2:19]3)=[N:8][C:9]3[CH:17]=[CH:16][CH:15]=[CH:14][C:10]=3[NH:11]2)=[N:5]1)([CH3:3])[CH3:2].[CH:1]([N:4]1[N:13]=[C:12]2[C:6]([C:7]([N:18]3[CH2:23][CH2:22][N:21]([CH3:48])[C@@H:20]([CH2:24][CH2:25][C:26]4[CH:27]=[CH:28][CH:29]=[CH:30][CH:31]=4)[CH2:19]3)=[N:8][C:9]3[CH:17]=[CH:16][CH:15]=[CH:14][C:10]=3[NH:11]2)=[N:5]1)([CH3:3])[CH3:2].[ClH:53].[ClH:53]. The catalyst class is: 61. (2) Reactant: C([O-])=O.[NH4+].[CH3:5][N:6]1[CH2:12][CH2:11][CH2:10][C:9]2[CH:13]=[CH:14][C:15]([N+:17]([O-])=O)=[CH:16][C:8]=2[CH2:7]1. Product: [CH3:5][N:6]1[CH2:12][CH2:11][CH2:10][C:9]2[CH:13]=[CH:14][C:15]([NH2:17])=[CH:16][C:8]=2[CH2:7]1. The catalyst class is: 63.